Binary Classification. Given a miRNA mature sequence and a target amino acid sequence, predict their likelihood of interaction. From a dataset of Experimentally validated miRNA-target interactions with 360,000+ pairs, plus equal number of negative samples. (1) The miRNA is mmu-miR-3098-3p with sequence UUCUGCUGCCUGCCUUUAGGA. The protein sequence of the target gene is MAASVLGSLLRTFRQAVPPSASGQVRGYYVDWRMLRDLKRRKMAYEYADERLRINSLRKNTILPKDLQEMAGDEIAALPRDSCPVRIRNRCVMTSRPRGVKRRWRLSRIVFRHLADHGLLSGVQRAIW. Result: 1 (interaction). (2) The miRNA is hsa-miR-3620-3p with sequence UCACCCUGCAUCCCGCACCCAG. The protein sequence of the target gene is MNWVGGSRSRVLIKQERRKQKEYFEKHRLKSKMKSLGVLSPVKNSAVSLDILNLYMVNQISCKKKIPETVRKPTHVNMNRDIKMPLRKHNLELTMSPHCVPSKLCLDDTETNVNCQRLSSKEDLGPVQSQGMDSYSMLHPQFSKIENCSFTPSSFSVELPSNRHISKLNFTSGIAPTPQKLAYEKKQNDQRSTVNCSDSLLSKLNKSQDVFSPSHKTTRFGTLFERLNSLGNRNLLTKSPAVIMDEDCRSTDEIRQSDYITEKHSIQHIWGKNGKEVSNFLEDVNQSTPNLLSENCDSFV.... Result: 0 (no interaction). (3) The miRNA is mmu-miR-488-5p with sequence CCCAGAUAAUAGCACUCUCAA. The protein sequence of the target gene is MGRPPPCAIQPWILLLLFMGAWAGLTRAQGSKILEGRECIPHSQPWQAALFQGERLICGGVLVGDRWVLTAAHCKKQKYSVRLGDHSLQSRDQPEQEIQVAQSIQHPCYNNSNPEDHSHDIMLIRLQNSANLGDKVKPVQLANLCPKVGQKCIISGWGTVTSPQENFPNTLNCAEVKIYSQNKCERAYPGKITEGMVCAGSSNGADTCQGDSGGPLVCDGMLQGITSWGSDPCGKPEKPGVYTKICRYTTWIKKTMDNRD. Result: 0 (no interaction). (4) The miRNA is hsa-miR-3121-3p with sequence UAAAUAGAGUAGGCAAAGGACA. The protein sequence of the target gene is MSTKAEQFASKIRYLQEYHNRVLHNIYPVPSGTDIANTLKYFSQTLLSILSRTGKKENQDASNLTVPMTMCLFPVPFPLTPSLRPQVSSINPTVTRSLLYSVLRDAPSERGPQSRDAQLSDYPSLDYQGLYVTLVTLLDLVPLLQHGQHDLGQSIFYTTTCLLPFLNDDVLSTLPYTMISTLATFPPFLHKDIIEYLSTSFLPMAILGSSGREGVPAHVNLSASSMLMIAMQYTSNPVYHCQLLECLMKYKQEVWKDLLYVIAYGPSQVKPPAVQMLFHYWPNLKPPGAISEYRGLQYTA.... Result: 0 (no interaction).